From a dataset of Orexin1 receptor HTS with 218,158 compounds and 233 confirmed actives. Binary Classification. Given a drug SMILES string, predict its activity (active/inactive) in a high-throughput screening assay against a specified biological target. (1) The compound is O1C(OCc2ccc(cc2)CO)CC(C=C1C(=O)N1CCN(CC1)C)c1ccccc1. The result is 0 (inactive). (2) The result is 0 (inactive). The drug is s1c(C(=O)/N=c2\n(CCCOC(C)C)c3nc4n(c(=O)c3cc2C#N)cccc4)ccc1. (3) The compound is Brc1oc(C(=O)Nc2cc3c(cc(N4CCN(CC4)CC)nc3cc2)C)cc1. The result is 0 (inactive). (4) The molecule is o1c2c(c3n(C4CCCCC4)cnc3c1=O)cccc2. The result is 0 (inactive). (5) The molecule is s1c(CNC(=O)NC(Cc2ccccc2)C(O)=O)ccc1. The result is 0 (inactive). (6) The compound is Clc1nnc(N\N=C\c2ccccc2)c2c1cccc2. The result is 0 (inactive).